Dataset: Full USPTO retrosynthesis dataset with 1.9M reactions from patents (1976-2016). Task: Predict the reactants needed to synthesize the given product. (1) The reactants are: [CH3:1][C:2]1[CH:3]=[C:4]([C:8]([C:10]2[S:11][C:12]([CH3:16])=[C:13]([CH3:15])[N:14]=2)=O)[O:5][C:6]=1[CH3:7].[NH3:17]. Given the product [CH3:1][C:2]1[CH:3]=[C:4]([OH:5])[C:8]([C:10]2[S:11][C:12]([CH3:16])=[C:13]([CH3:15])[N:14]=2)=[N:17][C:6]=1[CH3:7], predict the reactants needed to synthesize it. (2) Given the product [C:1]1([CH2:7][S:8]([NH2:12])(=[O:10])=[O:9])[CH:6]=[CH:5][CH:4]=[CH:3][CH:2]=1, predict the reactants needed to synthesize it. The reactants are: [C:1]1([CH2:7][S:8](Cl)(=[O:10])=[O:9])[CH:6]=[CH:5][CH:4]=[CH:3][CH:2]=1.[NH3:12]. (3) Given the product [F:12][C:5]1[CH:4]=[C:3]([O:2][CH3:1])[CH:8]=[C:7]([O:9][CH3:10])[CH:6]=1, predict the reactants needed to synthesize it. The reactants are: [CH3:1][O:2][C:3]1[CH:4]=[C:5](N)[CH:6]=[C:7]([O:9][CH3:10])[CH:8]=1.[F:12][B-](F)(F)F.[H+].N([O-])=O.[Na+]. (4) Given the product [CH3:1][CH2:2][C@H:3]1[O:18][C:16](=[O:17])[C@H:15]([CH3:19])[C@@H:14]([O:20][C@@H:21]2[O:26][C@@H:25]([CH3:27])[C@H:24]([OH:28])[C@@:23]([O:30][CH3:31])([CH3:29])[CH2:22]2)[C@H:13]([CH3:32])[C@@H:12]([O:33][C@@H:34]2[O:39][C@H:38]([CH3:40])[CH2:58][C@H:57]([N:54]([CH3:52])[CH3:55])[C@H:35]2[OH:44])[C@@:11]([OH:46])([CH3:45])[CH2:10][C@@H:9]([CH3:47])/[C:7](=[N:61]\[OH:60])/[C@H:6]([CH3:48])[C@@H:5]([OH:49])[C@@:4]1([OH:51])[CH3:50], predict the reactants needed to synthesize it. The reactants are: [CH3:1][CH2:2][C@H:3]1[O:18][C:16](=[O:17])[C@H:15]([CH3:19])[C@@H:14]([O:20][C@@H:21]2[O:26][C@@H:25]([CH3:27])[C@H:24]([OH:28])[C@@:23]([O:30][CH3:31])([CH3:29])[CH2:22]2)[C@H:13]([CH3:32])[C@@H:12]([O:33][C@@H:34]2[O:39][C@H:38]([CH3:40])C[C@H](N(C)C)[C@H:35]2[OH:44])[C@@:11]([OH:46])([CH3:45])[CH2:10][C@@H:9]([CH3:47])[C:7](=O)[C@H:6]([CH3:48])[C@@H:5]([OH:49])[C@@:4]1([OH:51])[CH3:50].[CH2:52]([N:54]([CH2:57][CH3:58])[CH2:55]C)C.Cl.[OH:60][NH2:61].N. (5) The reactants are: [CH3:1][O:2][C:3](=[O:39])[C:4]1[CH:9]=[CH:8][C:7]([NH:10][C:11](=[O:38])[C:12]([O:30]CC2C=CC=CC=2)([C:26]([F:29])([F:28])[F:27])[CH2:13][C:14]([C:17]2[CH:22]=[C:21]([F:23])[CH:20]=[CH:19][C:18]=2[O:24][CH3:25])([CH3:16])[CH3:15])=[N:6][CH:5]=1.C(OC(C(F)(F)F)(CC(C1C=C(F)C=CC=1OC)(C)C)C(Cl)=O)C1C=CC=CC=1.NC1N=CC=CC=1C(O)=O.C([O-])=O.[NH4+]. Given the product [CH3:1][O:2][C:3](=[O:39])[C:4]1[CH:9]=[CH:8][C:7]([NH:10][C:11](=[O:38])[C:12]([OH:30])([C:26]([F:28])([F:29])[F:27])[CH2:13][C:14]([C:17]2[CH:22]=[C:21]([F:23])[CH:20]=[CH:19][C:18]=2[O:24][CH3:25])([CH3:16])[CH3:15])=[N:6][CH:5]=1, predict the reactants needed to synthesize it. (6) Given the product [CH3:33][C:2]1[C:3]([NH:15][CH:16]2[CH2:24][CH2:25][C:18]3([CH2:21][N:22]([C:30](=[O:32])[CH2:29][C:27]#[N:28])[CH2:23][CH2:17]3)[CH2:19][CH2:20]2)=[N:4][C:5]([NH:8][C:9]2[CH:10]=[N:11][N:12]([CH3:14])[CH:13]=2)=[N:6][CH:7]=1, predict the reactants needed to synthesize it. The reactants are: Cl[C:2]1[C:3]([N:15](C)[CH:16]2[CH2:20][CH2:19][C:18]3([CH2:25][CH2:24][CH2:23][NH:22][CH2:21]3)[CH2:17]2)=[N:4][C:5]([NH:8][C:9]2[CH:10]=[N:11][N:12]([CH3:14])[CH:13]=2)=[N:6][CH:7]=1.[C:27]([CH2:29][C:30]([OH:32])=O)#[N:28].[CH3:33]N(C(ON1N=NC2C=CC=NC1=2)=[N+](C)C)C.F[P-](F)(F)(F)(F)F.CCN(CC)CC. (7) Given the product [CH2:4]([O:5][CH2:6][CH2:7][N:8]([C@H:25]1[CH2:30][CH2:29][C@H:28]([CH3:31])[CH2:27][CH2:26]1)[C:9](=[O:24])[NH:10][C:11]1[S:12][C:13]([S:16][CH2:17][C:18]([CH3:23])([CH3:22])[C:19]([OH:21])=[O:20])=[CH:14][N:15]=1)[C:3]1[CH:32]=[CH:33][CH:34]=[CH:35][CH:2]=1, predict the reactants needed to synthesize it. The reactants are: Cl[C:2]1[CH:35]=[CH:34][CH:33]=[CH:32][C:3]=1[CH2:4][O:5][CH2:6][CH2:7][N:8]([C@H:25]1[CH2:30][CH2:29][C@H:28]([CH3:31])[CH2:27][CH2:26]1)[C:9](=[O:24])[NH:10][C:11]1[S:12][C:13]([S:16][CH2:17][C:18]([CH3:23])([CH3:22])[C:19]([OH:21])=[O:20])=[CH:14][N:15]=1.C(Br)C1C=CC=CC=1.C(OC(=O)C(C)(C)CSC1SC(N)=NC=1)C.